This data is from Forward reaction prediction with 1.9M reactions from USPTO patents (1976-2016). The task is: Predict the product of the given reaction. Given the reactants O1CCOCC1.[ClH:7].C(OC([N:15]([CH2:23][C:24]1[CH:29]=[CH:28][C:27]([C:30]#[N:31])=[CH:26][N:25]=1)C(OC(C)(C)C)=O)=O)(C)(C)C, predict the reaction product. The product is: [ClH:7].[NH2:15][CH2:23][C:24]1[CH:29]=[CH:28][C:27]([C:30]#[N:31])=[CH:26][N:25]=1.